Dataset: Catalyst prediction with 721,799 reactions and 888 catalyst types from USPTO. Task: Predict which catalyst facilitates the given reaction. (1) Reactant: [CH2:1]([O:3][C:4]1[CH:5]=[C:6]([CH:12]([NH2:18])[CH2:13][S:14]([CH3:17])(=[O:16])=[O:15])[CH:7]=[CH:8][C:9]=1[O:10][CH3:11])[CH3:2].[C:19]([NH:22][C@H:23]([C:28]([OH:30])=[O:29])[CH2:24][CH:25]([CH3:27])[CH3:26])(=[O:21])[CH3:20]. Product: [C:19]([NH:22][C@H:23]([C:28]([OH:30])=[O:29])[CH2:24][CH:25]([CH3:26])[CH3:27])(=[O:21])[CH3:20].[CH2:1]([O:3][C:4]1[CH:5]=[C:6]([C@H:12]([NH2:18])[CH2:13][S:14]([CH3:17])(=[O:16])=[O:15])[CH:7]=[CH:8][C:9]=1[O:10][CH3:11])[CH3:2]. The catalyst class is: 5. (2) Reactant: [Br:1][C:2]1[CH:7]=[C:6]([N+:8]([O-])=O)[CH:5]=[CH:4][C:3]=1[O:11][CH3:12].C(O)C.Cl.[OH-].[Na+]. Product: [NH2:8][C:6]1[CH:5]=[CH:4][C:3]([O:11][CH3:12])=[C:2]([Br:1])[CH:7]=1. The catalyst class is: 150. (3) Reactant: [O:1]1[CH2:8][CH2:7][CH2:6][NH:5][CH2:4][C:3]2[CH:9]=[CH:10][C:11]([C:13]([O:15]CC)=O)=[CH:12][C:2]1=2.[NH2:18][OH:19].[OH-].[Na+].Cl. Product: [OH:19][NH:18][C:13]([C:11]1[CH:10]=[CH:9][C:3]2[CH2:4][NH:5][CH2:6][CH2:7][CH2:8][O:1][C:2]=2[CH:12]=1)=[O:15]. The catalyst class is: 36. (4) The catalyst class is: 23. Product: [N+:1]([O:4][CH2:5][CH2:6][CH2:7][C:8]([O:10][CH2:11][CH:12]([NH2:20])[C:13]([O:15][C:16]([CH3:18])([CH3:17])[CH3:19])=[O:14])=[O:9])([O-:3])=[O:2]. Reactant: [N+:1]([O:4][CH2:5][CH2:6][CH2:7][C:8]([O:10][CH2:11][CH:12]([NH:20]C(OCC1C2C=CC=CC=2C2C1=CC=CC=2)=O)[C:13]([O:15][C:16]([CH3:19])([CH3:18])[CH3:17])=[O:14])=[O:9])([O-:3])=[O:2].N1CCCCC1. (5) Reactant: [C:1]([O:5][C:6]([N:8]1[CH2:13][CH2:12][CH:11]([NH:14][C:15]2[CH:20]=[CH:19][CH:18]=[CH:17][C:16]=2[CH2:21][N:22]2C(=O)C3=CC=CC=C3C2=O)[CH2:10][CH2:9]1)=[O:7])([CH3:4])([CH3:3])[CH3:2].O.NN. Product: [C:1]([O:5][C:6]([N:8]1[CH2:9][CH2:10][CH:11]([NH:14][C:15]2[CH:20]=[CH:19][CH:18]=[CH:17][C:16]=2[CH2:21][NH2:22])[CH2:12][CH2:13]1)=[O:7])([CH3:4])([CH3:2])[CH3:3]. The catalyst class is: 8.